Regression. Given two drug SMILES strings and cell line genomic features, predict the synergy score measuring deviation from expected non-interaction effect. From a dataset of NCI-60 drug combinations with 297,098 pairs across 59 cell lines. (1) Drug 1: C1=C(C(=O)NC(=O)N1)F. Drug 2: CC1=CC=C(C=C1)C2=CC(=NN2C3=CC=C(C=C3)S(=O)(=O)N)C(F)(F)F. Cell line: NCI-H322M. Synergy scores: CSS=40.5, Synergy_ZIP=2.85, Synergy_Bliss=6.43, Synergy_Loewe=7.21, Synergy_HSA=10.0. (2) Synergy scores: CSS=56.2, Synergy_ZIP=-0.414, Synergy_Bliss=1.48, Synergy_Loewe=2.10, Synergy_HSA=1.84. Cell line: U251. Drug 1: CC12CCC3C(C1CCC2=O)CC(=C)C4=CC(=O)C=CC34C. Drug 2: C1=NC(=NC(=O)N1C2C(C(C(O2)CO)O)O)N. (3) Drug 1: COC1=CC(=CC(=C1O)OC)C2C3C(COC3=O)C(C4=CC5=C(C=C24)OCO5)OC6C(C(C7C(O6)COC(O7)C8=CC=CS8)O)O. Drug 2: CS(=O)(=O)CCNCC1=CC=C(O1)C2=CC3=C(C=C2)N=CN=C3NC4=CC(=C(C=C4)OCC5=CC(=CC=C5)F)Cl. Cell line: SF-268. Synergy scores: CSS=24.6, Synergy_ZIP=1.59, Synergy_Bliss=1.50, Synergy_Loewe=-22.3, Synergy_HSA=-0.623. (4) Drug 1: C1=CN(C=N1)CC(O)(P(=O)(O)O)P(=O)(O)O. Drug 2: CC1=C(N=C(N=C1N)C(CC(=O)N)NCC(C(=O)N)N)C(=O)NC(C(C2=CN=CN2)OC3C(C(C(C(O3)CO)O)O)OC4C(C(C(C(O4)CO)O)OC(=O)N)O)C(=O)NC(C)C(C(C)C(=O)NC(C(C)O)C(=O)NCCC5=NC(=CS5)C6=NC(=CS6)C(=O)NCCC[S+](C)C)O. Cell line: SF-295. Synergy scores: CSS=36.3, Synergy_ZIP=2.91, Synergy_Bliss=1.92, Synergy_Loewe=-13.9, Synergy_HSA=2.14. (5) Drug 1: C1=CC(=C2C(=C1NCCNCCO)C(=O)C3=C(C=CC(=C3C2=O)O)O)NCCNCCO. Drug 2: C(CC(=O)O)C(=O)CN.Cl. Cell line: CAKI-1. Synergy scores: CSS=51.9, Synergy_ZIP=-2.13, Synergy_Bliss=-1.55, Synergy_Loewe=-39.1, Synergy_HSA=1.46. (6) Drug 1: CC1=C2C(C(=O)C3(C(CC4C(C3C(C(C2(C)C)(CC1OC(=O)C(C(C5=CC=CC=C5)NC(=O)OC(C)(C)C)O)O)OC(=O)C6=CC=CC=C6)(CO4)OC(=O)C)OC)C)OC. Drug 2: CN(C)N=NC1=C(NC=N1)C(=O)N. Cell line: HCT-15. Synergy scores: CSS=69.2, Synergy_ZIP=14.3, Synergy_Bliss=14.1, Synergy_Loewe=-17.8, Synergy_HSA=14.2. (7) Drug 1: CC1=C(C=C(C=C1)C(=O)NC2=CC(=CC(=C2)C(F)(F)F)N3C=C(N=C3)C)NC4=NC=CC(=N4)C5=CN=CC=C5. Drug 2: CN(C(=O)NC(C=O)C(C(C(CO)O)O)O)N=O. Cell line: OVCAR-8. Synergy scores: CSS=-12.2, Synergy_ZIP=10.8, Synergy_Bliss=7.36, Synergy_Loewe=-6.23, Synergy_HSA=-6.49. (8) Drug 1: CCC1=CC2CC(C3=C(CN(C2)C1)C4=CC=CC=C4N3)(C5=C(C=C6C(=C5)C78CCN9C7C(C=CC9)(C(C(C8N6C)(C(=O)OC)O)OC(=O)C)CC)OC)C(=O)OC.C(C(C(=O)O)O)(C(=O)O)O. Drug 2: CC(C)NC(=O)C1=CC=C(C=C1)CNNC.Cl. Cell line: HCC-2998. Synergy scores: CSS=47.9, Synergy_ZIP=0.107, Synergy_Bliss=0.0612, Synergy_Loewe=-51.7, Synergy_HSA=-0.796. (9) Drug 1: CS(=O)(=O)C1=CC(=C(C=C1)C(=O)NC2=CC(=C(C=C2)Cl)C3=CC=CC=N3)Cl. Drug 2: CC(CN1CC(=O)NC(=O)C1)N2CC(=O)NC(=O)C2. Cell line: COLO 205. Synergy scores: CSS=54.6, Synergy_ZIP=-0.871, Synergy_Bliss=-4.69, Synergy_Loewe=-18.5, Synergy_HSA=-8.82.